From a dataset of Experimentally validated miRNA-target interactions with 360,000+ pairs, plus equal number of negative samples. Binary Classification. Given a miRNA mature sequence and a target amino acid sequence, predict their likelihood of interaction. (1) The miRNA is hsa-miR-4750-5p with sequence CUCGGGCGGAGGUGGUUGAGUG. The protein sequence of the target gene is MHKLKSAQKDKVRQFMACTQASERTAIYCLTQNEWKLDEATDSFFQNPEAFHRESMKSSVDQKKLEQLYSRYKDPQDENKIGIDGIQQFCDDLSLDPASISVLVIAWKFRAATQCEFSKKEFVDGMTELGCDSTERLKALLPRLEQELKDPAKFKDLYQFTFTFAKNPGQKGLDLEMAVAYWKLVLSGRFKFLDLWNTFLLEHHKRSIPRDTWNLLLDFGNMIADDLSNYDEEGAWPVLIDDFVEYARPVVTGGRRSPF. Result: 0 (no interaction). (2) The miRNA is hsa-miR-6796-3p with sequence GAAGCUCUCCCCUCCCCGCAG. The protein sequence of the target gene is MSKQVSLPEMIKDWTKEHVKKWVNEDLKINEQYGQILLSEEVTGLVLQELTEKDLVEMGLPWGPALLIKRSYNKLNSKSPESDNHDPGQLDNSKPSKTEHQKNPKHTKKEEENSMSSNIDYDPREIRDIKQEESILMKENVLDEVANAKHKKKGKLKPEQLTCMPYPFDQFHDSHRYIEHYTLQPETGALNLIDPIHEFKALTNTETATEVDIKMKFSNEVFRFASACMNSRTNGTIHFGVKDKPHGEIVGVKITSKAAFIDHFNVMIKKYFEESEINEAKKCIREPRFVEVLLQNNTPS.... Result: 1 (interaction). (3) The miRNA is rno-miR-200b-5p with sequence CAUCUUACUGGGCAGCAUUGGA. The protein sequence of the target gene is MPLGLGRRKKAPPLVENEEAEPSRSGLGVGEPGPLGGSAAGESQMGLPPPPAALRPRLVFHTQLAHGSPTGRIEGFTNVKELYGKIAEAFRLPAAEVMFCTLNTHKVDMDKLLGGQIGLEDFIFAHVKGQRKEVEVFKSEEALGLTITDNGAGYAFIKRIKEGSVIDHIQLISVGDMIEAINGQSLLGCRHYEVARLLKELPRGRTFTLKLTEPRKAFDMISQRSAGGHPGSGPQLGTGRGTLRLRSRGPATVEDLPSAFEEKAIEKVDDLLESYMGIRDTELAATMVELGKDKRNPDEL.... Result: 0 (no interaction). (4) The protein sequence of the target gene is MEVQVSQASLGFELTSVEKSLREWSRLSREVIAWLCPSSPNFILNFPPPPSASSVSMVQLFSSPFGYQSPSGHSEEEREGNMKSAKPQVNHSQHGESQRALSPLQSTLSSAASPSQAYETYIENGLICLKHKIRNIEKKKLKLEDYKDRLKSGEHLNPDQLEAVEKYEEVLHNLEFAKELQKTFSGLSLDLLKAQKKAQRREHMLKLEAEKKKLRTILQVQYVLQNLTQEHVQKDFKGGLNGAVYLPSKELDYLIKFSKLTCPERNESLSVEDQMEQSSLYFWDLLEGSEKAVVGTTYKH.... The miRNA is hsa-miR-655-3p with sequence AUAAUACAUGGUUAACCUCUUU. Result: 1 (interaction). (5) The protein sequence of the target gene is MALLCYNRGCGQRFDPETNSDDACTYHPGVPVFHDALKGWSCCKRRTTDFSDFLSIVGCTKGRHNSEKPPEPVKPEVKTTEKKELCELKPKFQEHIIQAPKPVEAIKRPSPDEPMTNLELKISASLKQALDKLKLSSGNEENKKEEDNDEIKIGTSCKNGGCSKTYQGLESLEEVCVYHSGVPIFHEGMKYWSCCRRKTSDFNTFLAQEGCTKGKHMWTKKDAGKKVVPCRHDWHQTGGEVTISVYAKNSLPELSRVEANSTLLNVHIVFEGEKEFDQNVKLWGVIDVKRSYVTMTATKI.... Result: 1 (interaction). The miRNA is hsa-miR-361-5p with sequence UUAUCAGAAUCUCCAGGGGUAC.